This data is from Catalyst prediction with 721,799 reactions and 888 catalyst types from USPTO. The task is: Predict which catalyst facilitates the given reaction. (1) Reactant: [CH2:1]([C:4]1([C:8]([OH:10])=[O:9])[CH2:7][CH2:6][CH2:5]1)[CH:2]=[CH2:3].[CH:11]1(C(O)=O)CCCC1.C1(C(O)=O)CCC1. Product: [CH2:1]([C:4]1([C:8]([OH:10])=[O:9])[CH2:7][CH2:6][CH2:5][CH2:11]1)[CH:2]=[CH2:3]. The catalyst class is: 195. (2) Reactant: C[O:2][C:3]([C:5]1[C:10]([NH2:11])=[CH:9][C:8]([C:12]([F:15])([F:14])[F:13])=[CH:7][N:6]=1)=[O:4].[OH-].[Na+].O.Cl. Product: [NH2:11][C:10]1[C:5]([C:3]([OH:4])=[O:2])=[N:6][CH:7]=[C:8]([C:12]([F:15])([F:13])[F:14])[CH:9]=1. The catalyst class is: 5.